Dataset: NCI-60 drug combinations with 297,098 pairs across 59 cell lines. Task: Regression. Given two drug SMILES strings and cell line genomic features, predict the synergy score measuring deviation from expected non-interaction effect. (1) Drug 1: CCCCCOC(=O)NC1=NC(=O)N(C=C1F)C2C(C(C(O2)C)O)O. Drug 2: C1CCC(C(C1)N)N.C(=O)(C(=O)[O-])[O-].[Pt+4]. Cell line: HCC-2998. Synergy scores: CSS=21.6, Synergy_ZIP=-4.55, Synergy_Bliss=2.33, Synergy_Loewe=-5.44, Synergy_HSA=0.628. (2) Drug 1: C1=CC(=CC=C1C#N)C(C2=CC=C(C=C2)C#N)N3C=NC=N3. Drug 2: C1C(C(OC1N2C=NC3=C(N=C(N=C32)Cl)N)CO)O. Cell line: KM12. Synergy scores: CSS=13.1, Synergy_ZIP=-6.49, Synergy_Bliss=-3.76, Synergy_Loewe=-7.15, Synergy_HSA=-6.40. (3) Drug 1: C1CCC(C1)C(CC#N)N2C=C(C=N2)C3=C4C=CNC4=NC=N3. Drug 2: C1=CC=C(C(=C1)C(C2=CC=C(C=C2)Cl)C(Cl)Cl)Cl. Cell line: MALME-3M. Synergy scores: CSS=1.53, Synergy_ZIP=1.23, Synergy_Bliss=2.29, Synergy_Loewe=0.328, Synergy_HSA=0.633. (4) Drug 1: C1=CC(=CC=C1CC(C(=O)O)N)N(CCCl)CCCl.Cl. Drug 2: C1=NC2=C(N1)C(=S)N=C(N2)N. Cell line: CCRF-CEM. Synergy scores: CSS=54.4, Synergy_ZIP=-1.93, Synergy_Bliss=-3.33, Synergy_Loewe=-6.22, Synergy_HSA=-1.51. (5) Drug 1: C(CC(=O)O)C(=O)CN.Cl. Drug 2: CCN(CC)CCCC(C)NC1=C2C=C(C=CC2=NC3=C1C=CC(=C3)Cl)OC. Cell line: OVCAR3. Synergy scores: CSS=11.8, Synergy_ZIP=-2.01, Synergy_Bliss=5.04, Synergy_Loewe=-1.82, Synergy_HSA=4.29. (6) Cell line: RPMI-8226. Drug 2: C1C(C(OC1N2C=NC3=C2NC=NCC3O)CO)O. Drug 1: C1=NC2=C(N=C(N=C2N1C3C(C(C(O3)CO)O)F)Cl)N. Synergy scores: CSS=10.9, Synergy_ZIP=-2.47, Synergy_Bliss=-6.14, Synergy_Loewe=3.56, Synergy_HSA=-3.65.